This data is from Reaction yield outcomes from USPTO patents with 853,638 reactions. The task is: Predict the reaction yield, written as a fraction of the theoretical maximum amount of product (1.0 means a 100% yield; for example, 0.34 means a 34% yield). (1) The reactants are [Si:1]([O:8][CH2:9][C:10]1[CH:11]=[C:12]([NH:16][C:17](=[O:25])OC2C=CC=CC=2)[CH:13]=[N:14][CH:15]=1)([C:4]([CH3:7])([CH3:6])[CH3:5])([CH3:3])[CH3:2].[C:26]([C:30]1[CH:34]=[C:33]([CH2:35][NH2:36])[N:32]([C:37]2[CH:42]=[CH:41][CH:40]=[C:39]([Cl:43])[CH:38]=2)[N:31]=1)([CH3:29])([CH3:28])[CH3:27]. The catalyst is C(#N)C.CN(C)C1C=CN=CC=1.C(OCC)(=O)C. The product is [C:26]([C:30]1[CH:34]=[C:33]([CH2:35][NH:36][C:17]([NH:16][C:12]2[CH:13]=[N:14][CH:15]=[C:10]([CH2:9][O:8][Si:1]([C:4]([CH3:5])([CH3:6])[CH3:7])([CH3:2])[CH3:3])[CH:11]=2)=[O:25])[N:32]([C:37]2[CH:42]=[CH:41][CH:40]=[C:39]([Cl:43])[CH:38]=2)[N:31]=1)([CH3:29])([CH3:27])[CH3:28]. The yield is 0.730. (2) The reactants are [C:1]1([S:7](Cl)(=[O:9])=[O:8])[CH:6]=[CH:5][CH:4]=[CH:3][CH:2]=1.[NH2:11][CH2:12][CH2:13][CH2:14][CH2:15][CH2:16][C:17]([OH:19])=[O:18]. The catalyst is [OH-].[Na+].O1CCOCC1. The product is [C:1]1([S:7]([NH:11][CH2:12][CH2:13][CH2:14][CH2:15][CH2:16][C:17]([OH:19])=[O:18])(=[O:9])=[O:8])[CH:6]=[CH:5][CH:4]=[CH:3][CH:2]=1. The yield is 0.550.